From a dataset of Reaction yield outcomes from USPTO patents with 853,638 reactions. Predict the reaction yield, written as a fraction of the theoretical maximum amount of product (1.0 means a 100% yield; for example, 0.34 means a 34% yield). (1) The reactants are [H-].[Na+].[CH3:3][N:4]1[CH2:9][CH2:8][CH:7]([CH2:10][CH2:11][OH:12])[CH2:6][CH2:5]1.[CH3:13][C:14]1[CH:19]=[CH:18][C:17]([N:20]2[CH2:25][CH2:24][N:23]([C:26](OC3C=CC([N+]([O-])=O)=CC=3)=[O:27])[CH2:22][CH2:21]2)=[CH:16][CH:15]=1. The catalyst is CCCCCCC.C1COCC1. The product is [CH3:13][C:14]1[CH:15]=[CH:16][C:17]([N:20]2[CH2:21][CH2:22][N:23]([C:26]([O:12][CH2:11][CH2:10][CH:7]3[CH2:8][CH2:9][N:4]([CH3:3])[CH2:5][CH2:6]3)=[O:27])[CH2:24][CH2:25]2)=[CH:18][CH:19]=1. The yield is 0.0700. (2) The reactants are [CH2:1]([C:3]1[S:4][C:5]([CH3:51])=[C:6](/[CH:8]=[CH:9]/[C:10]2[C:11]([O:21][CH2:22][C:23]3[CH:48]=[CH:47][C:26]([O:27][CH2:28][C:29]4[N:30]=[C:31]([C:35]5[CH:40]=[CH:39][C:38]([CH2:41][C:42]([O:44]CC)=[O:43])=[CH:37][CH:36]=5)[O:32][C:33]=4[CH3:34])=[C:25]([O:49][CH3:50])[CH:24]=3)=[N:12][N:13]([C:15]3[CH:20]=[CH:19][CH:18]=[CH:17][CH:16]=3)[CH:14]=2)[N:7]=1)[CH3:2].O1CCCC1.[OH-].[Na+].Cl. The catalyst is O.C(O)C. The product is [CH2:1]([C:3]1[S:4][C:5]([CH3:51])=[C:6](/[CH:8]=[CH:9]/[C:10]2[C:11]([O:21][CH2:22][C:23]3[CH:48]=[CH:47][C:26]([O:27][CH2:28][C:29]4[N:30]=[C:31]([C:35]5[CH:36]=[CH:37][C:38]([CH2:41][C:42]([OH:44])=[O:43])=[CH:39][CH:40]=5)[O:32][C:33]=4[CH3:34])=[C:25]([O:49][CH3:50])[CH:24]=3)=[N:12][N:13]([C:15]3[CH:16]=[CH:17][CH:18]=[CH:19][CH:20]=3)[CH:14]=2)[N:7]=1)[CH3:2]. The yield is 0.660. (3) The catalyst is CO. The yield is 0.430. The reactants are Cl.[C:2]([O:6][C:7]([N:9]1[CH2:15][CH2:14][C:13]2[C:16]([CH2:21][S:22][C:23](=[NH:25])[NH2:24])=[C:17]([Cl:20])[CH:18]=[CH:19][C:12]=2[CH2:11][CH2:10]1)=[O:8])([CH3:5])([CH3:4])[CH3:3].C[O-].[Na+].[C:29]([S-:31])#[N:30].[K+].BrBr. The product is [NH2:30][C:29]1[S:31][N:24]=[C:23]([S:22][CH2:21][C:16]2[C:13]3[CH2:14][CH2:15][N:9]([C:7]([O:6][C:2]([CH3:5])([CH3:3])[CH3:4])=[O:8])[CH2:10][CH2:11][C:12]=3[CH:19]=[CH:18][C:17]=2[Cl:20])[N:25]=1. (4) The reactants are [CH2:1]([C@@H:5]1[NH:10][CH2:9][C@H:8]([C:11]2[CH:15]=[CH:14][S:13][CH:12]=2)[NH:7][C:6]1=[O:16])[CH:2]([CH3:4])[CH3:3].[F:17][C:18]1[CH:23]=[CH:22][C:21]([C:24]2[O:28][N:27]=[C:26]([C:29](O)=[O:30])[N:25]=2)=[CH:20][CH:19]=1.C([C@@H]1N(C(=O)/C=C/C2C=CC=CC=2)C[C@H](CC(C)C)NC1=O)C(C)C. No catalyst specified. The product is [F:17][C:18]1[CH:19]=[CH:20][C:21]([C:24]2[O:28][N:27]=[C:26]([C:29]([N:10]3[CH2:9][C@H:8]([C:11]4[CH:15]=[CH:14][S:13][CH:12]=4)[NH:7][C:6](=[O:16])[C@@H:5]3[CH2:1][CH:2]([CH3:4])[CH3:3])=[O:30])[N:25]=2)=[CH:22][CH:23]=1. The yield is 0.881.